Task: Predict the reactants needed to synthesize the given product.. Dataset: Full USPTO retrosynthesis dataset with 1.9M reactions from patents (1976-2016) (1) Given the product [F:23][C:24]([F:29])([F:28])[C:25]([OH:27])=[O:26].[F:23][C:24]([F:29])([F:28])[C:25]([OH:27])=[O:26].[F:23][C:24]([F:29])([F:28])[C:25]([OH:27])=[O:26].[CH3:1][O:2][C:3](=[O:22])[C@@H:4]1[CH2:8][CH2:7][CH2:6][N:5]1[CH2:9][C:10]1[S:11][C:12]([C:15]([O:17][C:18]2[CH:20]=[CH:39][C:35]([C:36](=[NH:37])[NH2:38])=[CH:34][CH:21]=2)=[O:16])=[CH:13][CH:14]=1, predict the reactants needed to synthesize it. The reactants are: [CH3:1][O:2][C:3](=[O:22])[C@@H:4]1[CH2:8][CH2:7][CH2:6][N:5]1[CH2:9][C:10]1[S:11][C:12]([C:15]([O:17][C:18]([CH3:21])([CH3:20])C)=[O:16])=[CH:13][CH:14]=1.[F:23][C:24]([F:29])([F:28])[C:25]([OH:27])=[O:26].Cl.OC1C=[CH:39][C:35]([C:36]([NH2:38])=[NH:37])=[CH:34]C=1.CCN=C=NCCCN(C)C.Cl. (2) Given the product [NH2:8][C@@H:9]1[C:15](=[O:16])[N:14]([CH2:17][C:18]([O:20][CH3:21])=[O:19])[C:13]2[CH:22]=[CH:23][CH:24]=[CH:25][C:12]=2[O:11][C@@H:10]1[C:26]1[CH:31]=[CH:30][CH:29]=[CH:28][CH:27]=1, predict the reactants needed to synthesize it. The reactants are: C(OC([NH:8][C@@H:9]1[C:15](=[O:16])[N:14]([CH2:17][C:18]([O:20][CH3:21])=[O:19])[C:13]2[CH:22]=[CH:23][CH:24]=[CH:25][C:12]=2[O:11][C@@H:10]1[C:26]1[CH:31]=[CH:30][CH:29]=[CH:28][CH:27]=1)=O)(C)(C)C. (3) Given the product [Cl:24][C:19]1[CH:20]=[C:15]([C:5]2[S:4][C:3]([CH2:1][CH3:2])=[N:7][C:6]=2[C:8]2[CH:13]=[CH:12][C:11]([F:14])=[CH:10][CH:9]=2)[CH:16]=[CH:17][N:18]=1, predict the reactants needed to synthesize it. The reactants are: [CH2:1]([C:3]1[S:4][C:5]([C:15]2[CH:20]=[CH:19][N+:18]([O-])=[CH:17][CH:16]=2)=[C:6]([C:8]2[CH:13]=[CH:12][C:11]([F:14])=[CH:10][CH:9]=2)[N:7]=1)[CH3:2].P(Cl)(Cl)([Cl:24])=O. (4) Given the product [CH2:32]([N:1]1[CH2:6][CH2:5][CH2:4][CH2:3][C@@H:2]1[CH2:7][O:8][C:9]1[C:17]2[C:16]3[CH:18]=[C:19]([C:22]#[N:23])[N:20]=[CH:21][C:15]=3[N:14]([CH2:24][O:25][CH2:26][CH2:27][Si:28]([CH3:31])([CH3:30])[CH3:29])[C:13]=2[N:12]=[CH:11][CH:10]=1)[CH3:33], predict the reactants needed to synthesize it. The reactants are: [NH:1]1[CH2:6][CH2:5][CH2:4][CH2:3][C@@H:2]1[CH2:7][O:8][C:9]1[C:17]2[C:16]3[CH:18]=[C:19]([C:22]#[N:23])[N:20]=[CH:21][C:15]=3[N:14]([CH2:24][O:25][CH2:26][CH2:27][Si:28]([CH3:31])([CH3:30])[CH3:29])[C:13]=2[N:12]=[CH:11][CH:10]=1.[CH:32](=O)[CH3:33].C(O[BH-](OC(=O)C)OC(=O)C)(=O)C.[Na+]. (5) Given the product [CH:11]1([C:9]2[N:10]=[C:6]3[N:5]=[C:4]([CH3:14])[CH:3]=[C:2]([NH:15][C:16]4[CH:21]=[CH:20][C:19]([S:22]([F:27])([F:23])([F:24])([F:25])[F:26])=[CH:18][CH:17]=4)[N:7]3[N:8]=2)[CH2:13][CH2:12]1, predict the reactants needed to synthesize it. The reactants are: Cl[C:2]1[N:7]2[N:8]=[C:9]([CH:11]3[CH2:13][CH2:12]3)[N:10]=[C:6]2[N:5]=[C:4]([CH3:14])[CH:3]=1.[NH2:15][C:16]1[CH:21]=[CH:20][C:19]([S:22]([F:27])([F:26])([F:25])([F:24])[F:23])=[CH:18][CH:17]=1. (6) Given the product [Br:1][C:2]1[CH:7]=[CH:6][C:5]([S:8]([N:19]([CH2:20][CH3:21])[CH2:17][CH3:18])(=[O:10])=[O:9])=[C:4]([O:12][C:13]([F:16])([F:15])[F:14])[CH:3]=1, predict the reactants needed to synthesize it. The reactants are: [Br:1][C:2]1[CH:7]=[CH:6][C:5]([S:8](Cl)(=[O:10])=[O:9])=[C:4]([O:12][C:13]([F:16])([F:15])[F:14])[CH:3]=1.[CH2:17]([NH:19][CH2:20][CH3:21])[CH3:18].